From a dataset of Full USPTO retrosynthesis dataset with 1.9M reactions from patents (1976-2016). Predict the reactants needed to synthesize the given product. (1) Given the product [N:9]1[C:10]2[C:15](=[CH:14][CH:13]=[CH:12][CH:11]=2)[CH:16]=[CH:17][C:8]=1[N:19]1[CH2:22][CH:21]([NH:23][C:24](=[O:30])[O:25][C:26]([CH3:28])([CH3:27])[CH3:29])[CH2:20]1, predict the reactants needed to synthesize it. The reactants are: C(=O)([O-])[O-].[Cs+].[Cs+].Cl[C:8]1[CH:17]=[CH:16][C:15]2[C:10](=[CH:11][CH:12]=[CH:13][CH:14]=2)[N:9]=1.Cl.[NH:19]1[CH2:22][CH:21]([NH:23][C:24](=[O:30])[O:25][C:26]([CH3:29])([CH3:28])[CH3:27])[CH2:20]1. (2) The reactants are: C([O:3][C:4]([C:6]1([CH2:22][CH2:23]OC)[CH2:11][CH2:10][N:9]([S:12]([C:15]2[CH:20]=[CH:19][CH:18]=[CH:17][C:16]=2[Cl:21])(=[O:14])=[O:13])[CH2:8][CH2:7]1)=O)C.[Cl-].C[Al+]C.[C:30]([C:34]1[CH:39]=[CH:38][C:37]([CH2:40][CH2:41][NH2:42])=[CH:36][CH:35]=1)([CH3:33])([CH3:32])[CH3:31]. Given the product [C:30]([C:34]1[CH:35]=[CH:36][C:37]([CH2:40][CH2:41][N:42]2[CH2:23][CH2:22][C:6]3([CH2:7][CH2:8][N:9]([S:12]([C:15]4[CH:20]=[CH:19][CH:18]=[CH:17][C:16]=4[Cl:21])(=[O:13])=[O:14])[CH2:10][CH2:11]3)[C:4]2=[O:3])=[CH:38][CH:39]=1)([CH3:33])([CH3:31])[CH3:32], predict the reactants needed to synthesize it. (3) Given the product [OH:10][CH2:9][CH2:8][N:7]([CH2:3][CH2:2][C:1]([O:5][CH3:6])=[O:4])[CH2:3][CH2:2][C:1]([O:5][CH3:6])=[O:4], predict the reactants needed to synthesize it. The reactants are: [C:1]([O:5][CH3:6])(=[O:4])[CH:2]=[CH2:3].[NH2:7][CH2:8][CH2:9][OH:10]. (4) Given the product [NH2:11][C:9]1[CH:10]=[C:5]([NH:4][C:1](=[O:3])[CH3:2])[CH:6]=[CH:7][C:8]=1[CH3:18], predict the reactants needed to synthesize it. The reactants are: [C:1]([NH:4][C:5]1[CH:6]=[CH:7][C:8]([CH3:18])=[C:9]([NH:11]C(=O)C(F)(F)F)[CH:10]=1)(=[O:3])[CH3:2].C(=O)([O-])[O-].[Na+].[Na+].O. (5) Given the product [C:28]([O:32][C:33]([N:35]1[CH2:40][CH2:39][CH:38]([CH2:41][CH:42]([CH3:1])[CH2:43][O:44][C:45]2[CH:50]=[CH:49][C:48]([S:51]([CH3:54])(=[O:52])=[O:53])=[C:47]([F:55])[CH:46]=2)[CH2:37][CH2:36]1)=[O:34])([CH3:31])([CH3:30])[CH3:29], predict the reactants needed to synthesize it. The reactants are: [C:1](OC(N1CCC(CCCOC2C=CC(S(C)=O)=C(F)C=2)CC1)=O)(C)(C)C.[C:28]([O:32][C:33]([N:35]1[CH2:40][CH2:39][CH:38]([CH2:41][CH2:42][CH2:43][O:44][C:45]2[CH:50]=[CH:49][C:48]([S:51]([CH3:54])(=[O:53])=[O:52])=[C:47]([F:55])[CH:46]=2)[CH2:37][CH2:36]1)=[O:34])([CH3:31])([CH3:30])[CH3:29].C(=O)([O-])N. (6) Given the product [Cl:1][C:2]1[CH:10]=[CH:9][CH:8]=[C:4]2[C:3]=1[C:11]([C:12]1[CH:17]=[CH:16][CH:15]=[CH:14][CH:13]=1)=[C:18]([CH:20]1[CH2:25][CH2:24][N:23]([CH3:26])[CH2:22][CH2:21]1)[NH:19][C:5]2=[O:7], predict the reactants needed to synthesize it. The reactants are: [Cl:1][C:2]1[C:3]([CH2:11][C:12]2[CH:17]=[CH:16][CH:15]=[CH:14][CH:13]=2)=[C:4]([CH:8]=[CH:9][CH:10]=1)[C:5]([OH:7])=O.[C:18]([CH:20]1[CH2:25][CH2:24][N:23]([CH3:26])[CH2:22][CH2:21]1)#[N:19]. (7) Given the product [Br:1][CH2:2][CH2:3][C:4]1[CH:12]=[CH:11][C:7]([C:8]([O:10][CH3:13])=[O:9])=[CH:6][CH:5]=1, predict the reactants needed to synthesize it. The reactants are: [Br:1][CH2:2][CH2:3][C:4]1[CH:12]=[CH:11][C:7]([C:8]([OH:10])=[O:9])=[CH:6][CH:5]=1.[CH3:13]O. (8) Given the product [Cl:50][C:45]1[CH:46]=[CH:47][CH:48]=[CH:49][C:44]=1[O:43][CH2:42][CH2:41][CH2:40][O:1][C:2]1[CH:7]=[CH:6][C:5]([CH:8]2[CH2:13][CH2:12][N:11]([C:14]([O:16][C:17]([CH3:19])([CH3:20])[CH3:18])=[O:15])[CH2:10][CH:9]2[O:21][CH2:22][C:23]2[CH:32]=[C:31]3[C:26]([CH2:27][CH2:28][C:29](=[O:38])[N:30]3[CH2:33][CH2:34][CH2:35][O:36][CH3:37])=[CH:25][CH:24]=2)=[CH:4][CH:3]=1, predict the reactants needed to synthesize it. The reactants are: [OH:1][C:2]1[CH:7]=[CH:6][C:5]([CH:8]2[CH2:13][CH2:12][N:11]([C:14]([O:16][C:17]([CH3:20])([CH3:19])[CH3:18])=[O:15])[CH2:10][CH:9]2[O:21][CH2:22][C:23]2[CH:32]=[C:31]3[C:26]([CH2:27][CH2:28][C:29](=[O:38])[N:30]3[CH2:33][CH2:34][CH2:35][O:36][CH3:37])=[CH:25][CH:24]=2)=[CH:4][CH:3]=1.Br[CH2:40][CH2:41][CH2:42][O:43][C:44]1[CH:49]=[CH:48][CH:47]=[CH:46][C:45]=1[Cl:50]. (9) Given the product [OH:38][C:35]([CH3:37])([CH3:36])[CH2:34][O:1][C:2]1[CH:3]=[N:4][C:5]([C:8]2[CH:9]=[C:10]([CH:25]=[CH:26][CH:27]=2)[CH2:11][C:12]2[C:17](=[O:18])[CH:16]=[CH:15][N:14]([C:19]3[CH:20]=[N:21][N:22]([CH3:24])[CH:23]=3)[N:13]=2)=[N:6][CH:7]=1, predict the reactants needed to synthesize it. The reactants are: [OH:1][C:2]1[CH:3]=[N:4][C:5]([C:8]2[CH:9]=[C:10]([CH:25]=[CH:26][CH:27]=2)[CH2:11][C:12]2[C:17](=[O:18])[CH:16]=[CH:15][N:14]([C:19]3[CH:20]=[N:21][N:22]([CH3:24])[CH:23]=3)[N:13]=2)=[N:6][CH:7]=1.C([O-])([O-])=O.[K+].[K+].[CH3:34][C:35]1([O:38][CH2:37]1)[CH3:36]. (10) Given the product [NH2:31][C:12]1[C:7]([N:4]2[CH2:5][CH2:6][O:1][CH2:2][CH2:3]2)=[N:8][C:9]([N:19]2[CH2:20][CH2:21][N:22]([C:25]3[CH:30]=[CH:29][CH:28]=[CH:27][CH:26]=3)[CH2:23][CH2:24]2)=[N:10][C:11]=1[N:13]1[CH2:18][CH2:17][O:16][CH2:15][CH2:14]1, predict the reactants needed to synthesize it. The reactants are: [O:1]1[CH2:6][CH2:5][N:4]([C:7]2[CH:12]=[C:11]([N:13]3[CH2:18][CH2:17][O:16][CH2:15][CH2:14]3)[N:10]=[C:9]([N:19]3[CH2:24][CH2:23][N:22]([C:25]4[CH:30]=[CH:29][CH:28]=[CH:27][CH:26]=4)[CH2:21][CH2:20]3)[N:8]=2)[CH2:3][CH2:2]1.[N:31]([O-])=O.[Na+].O.